This data is from Full USPTO retrosynthesis dataset with 1.9M reactions from patents (1976-2016). The task is: Predict the reactants needed to synthesize the given product. (1) The reactants are: [Si](O[C@H]([C@H]1C[C@@H](OCCC)CN1C(OC(C)(C)C)=O)[C@@H](NC(=O)C1C=CC=C(C(OC)=O)C=1)CC1C=C(F)C=C(F)C=1)(C(C)(C)C)(C)C.FC1C=C(C[C@H](NC(=O)C2C=C(C3OC=CN=3)C=C(C(N(CCC)CCC)=O)C=2)[C@H](O)[C@H]2C[C@@H](OCCC)CN2)C=C(F)C=1.[Si]([O:100][C@H:101]([C@H:136]1[CH2:140][C@@H:139]([O:141][CH2:142][CH2:143][CH3:144])[CH2:138][N:137]1C(OC(C)(C)C)=O)[C@@H:102]([NH:112][C:113](=[O:135])[C:114]1[CH:119]=[C:118]([C:120]2[O:121][CH:122]=[CH:123][N:124]=2)[CH:117]=[C:116]([C:125]([N:127]2[CH2:131][CH2:130][CH2:129][C@@H:128]2[CH2:132][O:133][CH3:134])=[O:126])[CH:115]=1)[CH2:103][C:104]1[CH:109]=[C:108]([F:110])[CH:107]=[C:106]([F:111])[CH:105]=1)(C(C)(C)C)(C)C. Given the product [F:110][C:108]1[CH:109]=[C:104]([CH2:103][C@H:102]([NH:112][C:113](=[O:135])[C:114]2[CH:119]=[C:118]([C:120]3[O:121][CH:122]=[CH:123][N:124]=3)[CH:117]=[C:116]([C:125]([N:127]3[CH2:131][CH2:130][CH2:129][C@@H:128]3[CH2:132][O:133][CH3:134])=[O:126])[CH:115]=2)[C@H:101]([OH:100])[C@H:136]2[CH2:140][C@@H:139]([O:141][CH2:142][CH2:143][CH3:144])[CH2:138][NH:137]2)[CH:105]=[C:106]([F:111])[CH:107]=1, predict the reactants needed to synthesize it. (2) The reactants are: [OH:1][CH:2]([C:4]1[N:13]([C:14]2[CH:19]=[CH:18][CH:17]=[CH:16][CH:15]=2)[C:12](=[O:20])[C:11]2[C:6](=[CH:7][CH:8]=[CH:9][C:10]=2[CH3:21])[N:5]=1)[CH3:3].[H-].[Na+].Cl[C:25]1[N:33]=[CH:32][N:31]=[C:30]2[C:26]=1[N:27]=[CH:28][N:29]2[CH2:34][O:35][CH2:36][CH2:37][Si:38]([CH3:41])([CH3:40])[CH3:39]. Given the product [CH3:21][C:10]1[CH:9]=[CH:8][CH:7]=[C:6]2[C:11]=1[C:12](=[O:20])[N:13]([C:14]1[CH:15]=[CH:16][CH:17]=[CH:18][CH:19]=1)[C:4]([CH:2]([O:1][C:25]1[N:33]=[CH:32][N:31]=[C:30]3[C:26]=1[N:27]=[CH:28][N:29]3[CH2:34][O:35][CH2:36][CH2:37][Si:38]([CH3:41])([CH3:40])[CH3:39])[CH3:3])=[N:5]2, predict the reactants needed to synthesize it.